This data is from Full USPTO retrosynthesis dataset with 1.9M reactions from patents (1976-2016). The task is: Predict the reactants needed to synthesize the given product. (1) Given the product [CH3:1][O:2][C:3]([C:5]1[C:9]([NH:10][C:11](=[O:21])[CH2:12][O:13][C:14]2[CH:19]=[CH:18][C:17]([C:27]3[N:32]=[CH:31][CH:30]=[CH:29][N:28]=3)=[CH:16][CH:15]=2)=[CH:8][S:7][CH:6]=1)=[O:4], predict the reactants needed to synthesize it. The reactants are: [CH3:1][O:2][C:3]([C:5]1[C:9]([NH:10][C:11](=[O:21])[CH2:12][O:13][C:14]2[CH:19]=[CH:18][C:17](I)=[CH:16][CH:15]=2)=[CH:8][S:7][CH:6]=1)=[O:4].C([Sn](CCCC)(CCCC)[C:27]1[N:32]=[CH:31][CH:30]=[CH:29][N:28]=1)CCC.C1([As](C2C=CC=CC=2)C2C=CC=CC=2)C=CC=CC=1. (2) Given the product [Cl:1][C:2]1[CH:7]=[CH:6][C:5]([C:8]2[C:12](=[O:13])[N:11]([CH2:29][C:30]([NH:32][C:33]3[CH:38]=[CH:37][C:36]([F:39])=[C:35]([F:40])[CH:34]=3)=[O:31])[C:10]3([CH2:14][CH2:15][N:16]([C:19]([O:21][C:22]([CH3:25])([CH3:24])[CH3:23])=[O:20])[CH2:17][CH2:18]3)[N:9]=2)=[CH:4][CH:3]=1, predict the reactants needed to synthesize it. The reactants are: [Cl:1][C:2]1[CH:7]=[CH:6][C:5]([C:8]2[C:12](=[O:13])[NH:11][C:10]3([CH2:18][CH2:17][N:16]([C:19]([O:21][C:22]([CH3:25])([CH3:24])[CH3:23])=[O:20])[CH2:15][CH2:14]3)[N:9]=2)=[CH:4][CH:3]=1.[H-].[Na+].Cl[CH2:29][C:30]([NH:32][C:33]1[CH:38]=[CH:37][C:36]([F:39])=[C:35]([F:40])[CH:34]=1)=[O:31]. (3) Given the product [NH2:24][C:25]1[C:26]([C:34]#[N:35])=[N:27][C:28]([C:9]2[CH:18]=[CH:17][C:12]([O:13][CH2:14][CH2:15][OH:16])=[C:11]([C:19]([F:20])([F:21])[F:22])[CH:10]=2)=[CH:29][C:30]=1[NH:31][CH3:32], predict the reactants needed to synthesize it. The reactants are: CC1(C)C(C)(C)OB([C:9]2[CH:18]=[CH:17][C:12]([O:13][CH2:14][CH2:15][OH:16])=[C:11]([C:19]([F:22])([F:21])[F:20])[CH:10]=2)O1.[NH2:24][C:25]1[C:26]([C:34]#[N:35])=[N:27][C:28](Cl)=[CH:29][C:30]=1[NH:31][CH3:32].P([O-])([O-])([O-])=O.[K+].[K+].[K+].O. (4) Given the product [Cl:1][CH2:2][C:3]1[N:4]=[C:5]2[S:12][CH:11]=[C:10]([CH:13]3[CH2:15][C:14]3([CH2:16][OH:17])[C:21]#[N:22])[N:6]2[C:7](=[O:9])[CH:8]=1, predict the reactants needed to synthesize it. The reactants are: [Cl:1][CH2:2][C:3]1[N:4]=[C:5]2[S:12][CH:11]=[C:10]([CH:13]3[CH2:15][C:14]3([C:21]#[N:22])[C:16](OCC)=[O:17])[N:6]2[C:7](=[O:9])[CH:8]=1.[BH4-].[Na+]. (5) Given the product [CH2:9]([O:16][C@@H:17]1[C@@H:22]([O:23][CH2:24][C:42]2[CH:47]=[CH:46][CH:45]=[CH:44][CH:43]=2)[C@H:21]([O:31][CH2:32][C:33]2[CH:34]=[CH:35][CH:36]=[CH:37][CH:38]=2)[C@@H:20]([CH2:39][O:40][CH2:41][C:42]2[CH:43]=[CH:44][CH:45]=[CH:46][CH:47]=2)[O:19][C@:18]1([C:49]1[CH:54]=[C:53]([CH2:55][C:56]2[CH:61]=[CH:60][C:59]([CH2:62][CH3:63])=[CH:58][CH:57]=2)[C:52]([Cl:64])=[CH:51][C:50]=1[O:65][CH3:66])[CH2:1][C:2]([CH3:3])=[CH2:4])[C:33]1[CH:38]=[CH:37][CH:36]=[CH:35][CH:34]=1, predict the reactants needed to synthesize it. The reactants are: [CH2:1]([Si](C)(C)C)[C:2](=[CH2:4])[CH3:3].[CH2:9]([O:16][C@@H:17]1[C@@H:22]([O:23][CH2:24]C2C=CC=CC=2)[C@H:21]([O:31][CH2:32][C:33]2[CH:38]=[CH:37][CH:36]=[CH:35][CH:34]=2)[C@@H:20]([CH2:39][O:40][CH2:41][C:42]2[CH:47]=[CH:46][CH:45]=[CH:44][CH:43]=2)[O:19][C@:18]1([C:49]1[CH:54]=[C:53]([CH2:55][C:56]2[CH:61]=[CH:60][C:59]([CH2:62][CH3:63])=[CH:58][CH:57]=2)[C:52]([Cl:64])=[CH:51][C:50]=1[O:65][CH3:66])O)C1C=CC=CC=1.